This data is from Peptide-MHC class II binding affinity with 134,281 pairs from IEDB. The task is: Regression. Given a peptide amino acid sequence and an MHC pseudo amino acid sequence, predict their binding affinity value. This is MHC class II binding data. (1) The peptide sequence is TDRATLNPWASQKH. The MHC is DRB1_0405 with pseudo-sequence DRB1_0405. The binding affinity (normalized) is 0.602. (2) The peptide sequence is TRVVLSEMKEAFHGL. The MHC is HLA-DQA10601-DQB10402 with pseudo-sequence HLA-DQA10601-DQB10402. The binding affinity (normalized) is 0.